This data is from Forward reaction prediction with 1.9M reactions from USPTO patents (1976-2016). The task is: Predict the product of the given reaction. (1) Given the reactants [Cl:1][C:2]1[C:3](=[O:34])[N:4]([CH2:22][CH2:23][C:24]2[CH:33]=[CH:32][C:27]([C:28]([O:30]C)=[O:29])=[CH:26][CH:25]=2)[C:5]([C:9](=O)[C:10](=O)C2C=CC=C(CCC)C=2)=[C:6](Cl)[CH:7]=1.Cl.O.[C:37]([O:40][CH2:41][CH3:42])(=O)[CH3:38], predict the reaction product. The product is: [Cl:1][C:2]1[C:3](=[O:34])[N:4]([CH2:22][CH2:23][C:24]2[CH:25]=[CH:26][C:27]([C:28]([OH:30])=[O:29])=[CH:32][CH:33]=2)[C:42]([CH2:41][O:40][C:37]2[CH:38]=[CH:22][CH:23]=[C:24]([CH2:33][CH3:32])[CH:25]=2)=[C:6]([CH:5]2[CH2:9][CH2:10]2)[CH:7]=1. (2) Given the reactants I[C:2]1[C:10]2[C:5](=[N:6][CH:7]=[N:8][C:9]=2[NH2:11])[N:4]([C@H:12]2[CH2:17][CH2:16][C@H:15]([N:18]3[CH2:23][CH2:22][N:21]([CH3:24])[CH2:20][CH2:19]3)[CH2:14][CH2:13]2)[N:3]=1.[NH:25]([C:32]([C:34]1[CH:39]=[CH:38][C:37](B(O)O)=[CH:36][C:35]=1[O:43][CH3:44])=[O:33])[C:26]1[CH:31]=[CH:30][CH:29]=[CH:28][CH:27]=1.C(=O)([O-])[O-].[Na+].[Na+].COCCOC, predict the reaction product. The product is: [C:26]1([NH:25][C:32](=[O:33])[C:34]2[CH:39]=[CH:38][C:37]([C:2]3[C:10]4[C:5](=[N:6][CH:7]=[N:8][C:9]=4[NH2:11])[N:4]([C@H:12]4[CH2:17][CH2:16][C@H:15]([N:18]5[CH2:23][CH2:22][N:21]([CH3:24])[CH2:20][CH2:19]5)[CH2:14][CH2:13]4)[N:3]=3)=[CH:36][C:35]=2[O:43][CH3:44])[CH:31]=[CH:30][CH:29]=[CH:28][CH:27]=1. (3) The product is: [Cl:1][C:2]1[N:3]=[C:4]([N:17]2[CH2:22][CH2:21][O:20][CH2:19][CH2:18]2)[C:5]2[O:10][C:9]3[N:11]=[CH:12][C:13]([CH2:15][N:24]([CH3:25])[CH3:23])=[CH:14][C:8]=3[C:6]=2[N:7]=1. Given the reactants [Cl:1][C:2]1[N:3]=[C:4]([N:17]2[CH2:22][CH2:21][O:20][CH2:19][CH2:18]2)[C:5]2[O:10][C:9]3[N:11]=[CH:12][C:13]([CH:15]=O)=[CH:14][C:8]=3[C:6]=2[N:7]=1.[CH3:23][NH:24][CH3:25].[BH-](OC(C)=O)(OC(C)=O)OC(C)=O.[Na+], predict the reaction product.